Dataset: Peptide-MHC class II binding affinity with 134,281 pairs from IEDB. Task: Regression. Given a peptide amino acid sequence and an MHC pseudo amino acid sequence, predict their binding affinity value. This is MHC class II binding data. The peptide sequence is ITKGKVDPTDYFRNE. The MHC is HLA-DPA10201-DPB10501 with pseudo-sequence HLA-DPA10201-DPB10501. The binding affinity (normalized) is 0.247.